This data is from Peptide-MHC class I binding affinity with 185,985 pairs from IEDB/IMGT. The task is: Regression. Given a peptide amino acid sequence and an MHC pseudo amino acid sequence, predict their binding affinity value. This is MHC class I binding data. (1) The MHC is Patr-B1301 with pseudo-sequence Patr-B1301. The peptide sequence is HPIILGFRKI. The binding affinity (normalized) is 0.409. (2) The binding affinity (normalized) is 0.431. The MHC is HLA-A02:02 with pseudo-sequence HLA-A02:02. The peptide sequence is ETIEILRNYL. (3) The peptide sequence is GHLAASVTL. The MHC is HLA-A02:12 with pseudo-sequence HLA-A02:12. The binding affinity (normalized) is 0.0847.